This data is from Catalyst prediction with 721,799 reactions and 888 catalyst types from USPTO. The task is: Predict which catalyst facilitates the given reaction. (1) Reactant: [F:1][C:2]([F:11])([F:10])[C:3]1[N:8]=[CH:7][N:6]=[C:5]([NH2:9])[CH:4]=1.C[Si]([N-][Si](C)(C)C)(C)C.[Li+].[CH3:22][O:23][C:24]1[CH:29]=[C:28]([C:30]([F:33])([F:32])[F:31])[CH:27]=[CH:26][C:25]=1[C:34]1[C:43]2[C:38](=[CH:39][C:40]([S:44](OC3C(F)=C(F)C(F)=C(F)C=3F)(=[O:46])=[O:45])=[CH:41][CH:42]=2)[CH:37]=[CH:36][N:35]=1. Product: [CH3:22][O:23][C:24]1[CH:29]=[C:28]([C:30]([F:31])([F:32])[F:33])[CH:27]=[CH:26][C:25]=1[C:34]1[C:43]2[C:38](=[CH:39][C:40]([S:44]([NH:9][C:5]3[CH:4]=[C:3]([C:2]([F:1])([F:10])[F:11])[N:8]=[CH:7][N:6]=3)(=[O:46])=[O:45])=[CH:41][CH:42]=2)[CH:37]=[CH:36][N:35]=1. The catalyst class is: 1. (2) Reactant: [F:1][C:2]1[CH:7]=[CH:6][C:5]([CH2:8][C:9]([C:11]2[C:12](=[O:32])[N:13]([C:22]3[CH:27]=[CH:26][CH:25]=[C:24]([C:28]([F:31])([F:30])[F:29])[CH:23]=3)[C:14]3[C:19]([C:20]=2O)=[CH:18][CH:17]=[CH:16][N:15]=3)=O)=[CH:4][CH:3]=1.O.[NH2:34][NH2:35].C(=O)([O-])O.[Na+]. Product: [F:1][C:2]1[CH:3]=[CH:4][C:5]([CH2:8][C:9]2[C:11]3[C:12](=[O:32])[N:13]([C:22]4[CH:27]=[CH:26][CH:25]=[C:24]([C:28]([F:29])([F:31])[F:30])[CH:23]=4)[C:14]4[N:15]=[CH:16][CH:17]=[CH:18][C:19]=4[C:20]=3[NH:35][N:34]=2)=[CH:6][CH:7]=1. The catalyst class is: 3. (3) Reactant: [N:1]1([CH2:6][C:7]([N:9]2[CH2:17][C:16]3[C:11](=[CH:12][CH:13]=[C:14]([NH2:18])[CH:15]=3)[CH2:10]2)=[O:8])[CH:5]=[CH:4][CH:3]=[N:2]1.[CH3:19][C:20]1[CH:28]=[CH:27][C:23]([C:24](O)=[O:25])=[C:22]([N:29]2[CH2:34][CH2:33][CH:32]([CH3:35])[CH2:31][CH2:30]2)[N:21]=1.F[P-](F)(F)(F)(F)F.N1(O[P+](N2CCCC2)(N2CCCC2)N2CCCC2)C2C=CC=CC=2N=N1.C(N(C(C)C)CC)(C)C. Product: [CH3:19][C:20]1[CH:28]=[CH:27][C:23]([C:24]([NH:18][C:14]2[CH:15]=[C:16]3[C:11](=[CH:12][CH:13]=2)[CH2:10][N:9]([C:7](=[O:8])[CH2:6][N:1]2[CH:5]=[CH:4][CH:3]=[N:2]2)[CH2:17]3)=[O:25])=[C:22]([N:29]2[CH2:34][CH2:33][CH:32]([CH3:35])[CH2:31][CH2:30]2)[N:21]=1. The catalyst class is: 255. (4) Product: [C:5]([C@H:8]1[CH2:11][C@@H:10]([C:12]([O:14][CH3:1])=[O:13])[C:9]1([CH3:16])[CH3:15])(=[O:7])[CH3:6]. Reactant: [C:1](Cl)(=O)C.[C:5]([C@H:8]1[CH2:11][C@@H:10]([C:12]([OH:14])=[O:13])[C:9]1([CH3:16])[CH3:15])(=[O:7])[CH3:6]. The catalyst class is: 5. (5) Reactant: [CH2:1]([O:3][C:4](=[O:25])[C@H:5]([C:18]1[CH:23]=[CH:22][C:21]([Cl:24])=[CH:20][CH:19]=1)[N:6]1[C:15](=[O:16])[C:14]2[C:9](=[CH:10][CH:11]=[CH:12][CH:13]=2)[NH:8][C:7]1=[O:17])[CH3:2].Br[CH2:27][C:28]1[C:32]2[C:33]([CH3:38])=[CH:34][C:35]([CH3:37])=[CH:36][C:31]=2[S:30][N:29]=1.C([O-])([O-])=O.[K+].[K+].O. Product: [CH2:1]([O:3][C:4](=[O:25])[C@H:5]([C:18]1[CH:19]=[CH:20][C:21]([Cl:24])=[CH:22][CH:23]=1)[N:6]1[C:15](=[O:16])[C:14]2[C:9](=[CH:10][CH:11]=[CH:12][CH:13]=2)[N:8]([CH2:27][C:28]2[C:32]3[C:33]([CH3:38])=[CH:34][C:35]([CH3:37])=[CH:36][C:31]=3[S:30][N:29]=2)[C:7]1=[O:17])[CH3:2]. The catalyst class is: 3. (6) Reactant: [S:1]1[C:5]2[CH:6]=[CH:7][CH:8]=[CH:9][C:4]=2[N:3]=[C:2]1[C:10](=[C:13](SC)SC)[C:11]#[N:12].[CH2:18]([NH2:25])[C:19]1[CH:24]=[CH:23][CH:22]=[CH:21][CH:20]=1.O.[NH2:27][NH2:28]. Product: [S:1]1[C:5]2[CH:6]=[CH:7][CH:8]=[CH:9][C:4]=2[N:3]=[C:2]1[C:10]1[C:11]([NH2:12])=[N:27][NH:28][C:13]=1[NH:25][CH2:18][C:19]1[CH:24]=[CH:23][CH:22]=[CH:21][CH:20]=1. The catalyst class is: 8. (7) Reactant: [Na].O.O.[OH:4][C:5]1[CH:10]=[CH:9][C:8]([S:11]([OH:14])(=O)=[O:12])=[CH:7][CH:6]=1.C(Cl)(=O)C([Cl:18])=O. Product: [OH:4][C:5]1[CH:10]=[CH:9][C:8]([S:11]([Cl:18])(=[O:14])=[O:12])=[CH:7][CH:6]=1. The catalyst class is: 204. (8) Reactant: [Br:1][C:2]1[CH:9]=[CH:8][C:5]([CH:6]=O)=[CH:4][N:3]=1.[CH3:10][O:11][CH2:12][CH2:13][NH2:14].C(O)(=O)C.C(O[BH-](OC(=O)C)OC(=O)C)(=O)C.[Na+]. Product: [Br:1][C:2]1[N:3]=[CH:4][C:5]([CH2:6][NH:14][CH2:13][CH2:12][O:11][CH3:10])=[CH:8][CH:9]=1. The catalyst class is: 2. (9) Reactant: [F:1][C:2]1[C:3]([C:7]([OH:9])=O)=[N:4][NH:5][CH:6]=1.[NH:10]1[CH:14]=[CH:13][C:12]([C:15]([OH:17])=O)=[N:11]1.CN(C(ON1N=NC2C=CC=CC1=2)=[N+](C)C)C.[B-](F)(F)(F)F.[Cl:40][C:41]1[CH:46]=[C:45]([F:47])[CH:44]=[CH:43][C:42]=1[NH2:48].CCN(C(C)C)C(C)C.[Na+].[Cl-]. Product: [Cl:40][C:41]1[CH:46]=[C:45]([F:47])[CH:44]=[CH:43][C:42]=1[NH:48][C:7]([C:3]1[C:2]([F:1])=[CH:6][NH:5][N:4]=1)=[O:9].[Cl:40][C:41]1[CH:46]=[C:45]([F:47])[CH:44]=[CH:43][C:42]=1[NH:48][C:15]([C:12]1[CH:13]=[CH:14][NH:10][N:11]=1)=[O:17]. The catalyst class is: 18.